Dataset: Forward reaction prediction with 1.9M reactions from USPTO patents (1976-2016). Task: Predict the product of the given reaction. (1) The product is: [CH3:17][O:16][CH2:15][CH2:14][CH2:13][O:12][C:8]1[CH:9]=[C:10]([CH3:11])[C:5]([C:3]2[N:19]=[C:20]([NH2:22])[S:21][CH:2]=2)=[C:6]([CH3:18])[CH:7]=1. Given the reactants Br[CH2:2][C:3]([C:5]1[C:10]([CH3:11])=[CH:9][C:8]([O:12][CH2:13][CH2:14][CH2:15][O:16][CH3:17])=[CH:7][C:6]=1[CH3:18])=O.[NH2:19][C:20]([NH2:22])=[S:21], predict the reaction product. (2) Given the reactants [F:1][C:2]1[N:7]=[C:6]([N:8]2[CH2:13][CH2:12][N:11]([CH2:14][CH2:15][N:16]3C(=O)C4C(=CC=CC=4)C3=O)[CH2:10][CH2:9]2)[CH:5]=[CH:4][CH:3]=1.O.NN, predict the reaction product. The product is: [F:1][C:2]1[N:7]=[C:6]([N:8]2[CH2:13][CH2:12][N:11]([CH2:14][CH2:15][NH2:16])[CH2:10][CH2:9]2)[CH:5]=[CH:4][CH:3]=1.